From a dataset of Forward reaction prediction with 1.9M reactions from USPTO patents (1976-2016). Predict the product of the given reaction. (1) Given the reactants [C:1]([SiH2:5][O:6][C:7]([CH3:15])([CH3:14])[C:8]1[O:12][CH:11]=[N:10][C:9]=1[CH3:13])([CH3:4])([CH3:3])[CH3:2].CN(C)[CH:18]=[O:19].O, predict the reaction product. The product is: [C:1]([SiH2:5][O:6][C:7]([CH3:15])([CH3:14])[C:8]1[O:12][C:11]([CH:18]=[O:19])=[N:10][C:9]=1[CH3:13])([CH3:4])([CH3:3])[CH3:2]. (2) Given the reactants [CH3:1][C:2]1[C:3](B(O)O)=[CH:4][C:5]2[C:6]([CH3:15])([CH3:14])[CH2:7][CH2:8][C:9]([CH3:13])([CH3:12])[C:10]=2[CH:11]=1.Br[C:20]1[CH:21]=[C:22]([CH:25]=[O:26])[NH:23][CH:24]=1, predict the reaction product. The product is: [CH3:1][C:2]1[C:3]([C:20]2[CH:21]=[C:22]([CH:25]=[O:26])[NH:23][CH:24]=2)=[CH:4][C:5]2[C:6]([CH3:15])([CH3:14])[CH2:7][CH2:8][C:9]([CH3:13])([CH3:12])[C:10]=2[CH:11]=1. (3) Given the reactants [CH3:1][O:2][C:3]1[C:8]([O:9][CH3:10])=[C:7]([O:11][CH3:12])[CH:6]=[CH:5][C:4]=1[CH2:13]O.P(Br)(Br)[Br:16], predict the reaction product. The product is: [Br:16][CH2:13][C:4]1[CH:5]=[CH:6][C:7]([O:11][CH3:12])=[C:8]([O:9][CH3:10])[C:3]=1[O:2][CH3:1].